Dataset: Retrosynthesis with 50K atom-mapped reactions and 10 reaction types from USPTO. Task: Predict the reactants needed to synthesize the given product. (1) Given the product COC(=O)C1CCN(c2cccc(Cl)n2)CC1, predict the reactants needed to synthesize it. The reactants are: COC(=O)C1CCNCC1.Clc1cccc(Cl)n1. (2) Given the product O=C(C1CC1)N(Cc1cc(=O)[nH]c2c(F)c(F)ccc12)c1cccc(Cl)c1, predict the reactants needed to synthesize it. The reactants are: O=C(O)C1CC1.O=c1cc(CNc2cccc(Cl)c2)c2ccc(F)c(F)c2[nH]1. (3) Given the product Cc1c(C(=O)O)ccc2c1C(=O)CCS2(=O)=O, predict the reactants needed to synthesize it. The reactants are: Cc1c(C(=O)O)ccc2c1C1(CCS2(=O)=O)OCCO1. (4) Given the product Cc1cc(Oc2ccc(F)cc2)nc(Cl)n1, predict the reactants needed to synthesize it. The reactants are: Cc1cc(Cl)nc(Cl)n1.Oc1ccc(F)cc1. (5) Given the product O=C1CNCCN1c1ccccn1, predict the reactants needed to synthesize it. The reactants are: O=C1CN(Cc2ccccc2)CCN1c1ccccn1.